This data is from TCR-epitope binding with 47,182 pairs between 192 epitopes and 23,139 TCRs. The task is: Binary Classification. Given a T-cell receptor sequence (or CDR3 region) and an epitope sequence, predict whether binding occurs between them. (1) Result: 0 (the TCR does not bind to the epitope). The epitope is KAYNVTQAF. The TCR CDR3 sequence is CATSAGQGAFSGELFF. (2) The epitope is LLFGYPVYV. Result: 0 (the TCR does not bind to the epitope). The TCR CDR3 sequence is CASSYALAANTGELFF. (3) The epitope is FLNRFTTTL. The TCR CDR3 sequence is CASSLTTGADTEAFF. Result: 1 (the TCR binds to the epitope).